This data is from Reaction yield outcomes from USPTO patents with 853,638 reactions. The task is: Predict the reaction yield, written as a fraction of the theoretical maximum amount of product (1.0 means a 100% yield; for example, 0.34 means a 34% yield). The reactants are [NH2:1][C:2]1[CH:9]=[CH:8][C:5]([C:6]#[N:7])=[CH:4][C:3]=1[Br:10].[N:11]([O-])=O.[Na+].O.O.[Sn](Cl)Cl.[OH-].[Na+]. The catalyst is O.Cl. The product is [Br:10][C:3]1[CH:4]=[C:5]([C:6]#[N:7])[CH:8]=[CH:9][C:2]=1[NH:1][NH2:11]. The yield is 0.470.